From a dataset of Forward reaction prediction with 1.9M reactions from USPTO patents (1976-2016). Predict the product of the given reaction. Given the reactants [OH-].[Na+].[F:3][C:4]1[CH:5]=[C:6]([CH:28]=[C:29]([S:31]([CH3:34])(=[O:33])=[O:32])[CH:30]=1)[CH2:7][C:8]1[S:9][C:10]2[C:16]([C:17]3[CH:18]=[C:19]([CH:25]=[CH:26][CH:27]=3)[C:20](OCC)=[O:21])=[CH:15][CH:14]=[CH:13][C:11]=2[CH:12]=1.Cl.Cl.[NH2:37][CH2:38][C:39]([NH2:41])=[O:40].CCN=C=NCCCN(C)C.C1C=CC2N(O)N=NC=2C=1.C(N(CC)CC)C, predict the reaction product. The product is: [NH2:41][C:39](=[O:40])[CH2:38][NH:37][C:20](=[O:21])[C:19]1[CH:25]=[CH:26][CH:27]=[C:17]([C:16]2[C:10]3[S:9][C:8]([CH2:7][C:6]4[CH:28]=[C:29]([S:31]([CH3:34])(=[O:32])=[O:33])[CH:30]=[C:4]([F:3])[CH:5]=4)=[CH:12][C:11]=3[CH:13]=[CH:14][CH:15]=2)[CH:18]=1.